This data is from Forward reaction prediction with 1.9M reactions from USPTO patents (1976-2016). The task is: Predict the product of the given reaction. Given the reactants [Cl:1][C:2]1[CH:3]=[C:4]([N:9]=[C:10]=[O:11])[CH:5]=[C:6]([Cl:8])[CH:7]=1.C([O:14][C:15]([CH:17]1[NH:22][CH2:21][CH2:20][N:19]([C:23]([O:25][C:26]([CH3:29])([CH3:28])[CH3:27])=[O:24])[CH2:18]1)=O)C.C(=O)([O-])[O-].[K+].[K+], predict the reaction product. The product is: [C:26]([O:25][C:23]([N:19]1[CH2:20][CH2:21][N:22]2[C:10](=[O:11])[N:9]([C:4]3[CH:3]=[C:2]([Cl:1])[CH:7]=[C:6]([Cl:8])[CH:5]=3)[C:15](=[O:14])[CH:17]2[CH2:18]1)=[O:24])([CH3:29])([CH3:28])[CH3:27].